This data is from Catalyst prediction with 721,799 reactions and 888 catalyst types from USPTO. The task is: Predict which catalyst facilitates the given reaction. (1) Reactant: [C:1]([C:5]1[CH:9]=[C:8]([NH:10][C:11]([NH:13][C:14]2[C:23]3[C:18](=[CH:19][CH:20]=[CH:21][CH:22]=3)[C:17]([O:24][C:25]3[CH:30]=[CH:29][N:28]=[C:27](Cl)[N:26]=3)=[CH:16][CH:15]=2)=[O:12])[N:7]([C:32]2[CH:37]=[CH:36][CH:35]=[C:34]([CH2:38][P:39]([CH3:42])([CH3:41])=[O:40])[CH:33]=2)[N:6]=1)([CH3:4])([CH3:3])[CH3:2].[O:43]1[CH2:48][CH2:47][N:46]([CH2:49][CH2:50][O:51][C:52]2[CH:53]=[C:54]([CH:56]=[CH:57][CH:58]=2)[NH2:55])[CH2:45][CH2:44]1. Product: [C:1]([C:5]1[CH:9]=[C:8]([NH:10][C:11]([NH:13][C:14]2[C:23]3[C:18](=[CH:19][CH:20]=[CH:21][CH:22]=3)[C:17]([O:24][C:25]3[CH:30]=[CH:29][N:28]=[C:27]([NH:55][C:54]4[CH:56]=[CH:57][CH:58]=[C:52]([O:51][CH2:50][CH2:49][N:46]5[CH2:45][CH2:44][O:43][CH2:48][CH2:47]5)[CH:53]=4)[N:26]=3)=[CH:16][CH:15]=2)=[O:12])[N:7]([C:32]2[CH:37]=[CH:36][CH:35]=[C:34]([CH2:38][P:39]([CH3:42])([CH3:41])=[O:40])[CH:33]=2)[N:6]=1)([CH3:4])([CH3:3])[CH3:2]. The catalyst class is: 118. (2) Reactant: [CH:1]1([N:5]2[CH2:10][CH2:9][N:8]([C:11]([C:13]3[CH:14]=[C:15]4[C:19](=[CH:20][CH:21]=3)[NH:18][C:17]([C:22]([N:24]3[CH2:29][CH2:28][C:27]([F:31])([F:30])[CH2:26][CH2:25]3)=[O:23])=[CH:16]4)=[O:12])[CH2:7][CH2:6]2)[CH2:4][CH2:3][CH2:2]1.[F:32][C:33]([F:44])([F:43])[C:34]1[CH:35]=[C:36](B(O)O)[CH:37]=[CH:38][CH:39]=1.N1C=CC=CC=1. Product: [CH:1]1([N:5]2[CH2:6][CH2:7][N:8]([C:11]([C:13]3[CH:14]=[C:15]4[C:19](=[CH:20][CH:21]=3)[N:18]([C:38]3[CH:37]=[CH:36][CH:35]=[C:34]([C:33]([F:44])([F:43])[F:32])[CH:39]=3)[C:17]([C:22]([N:24]3[CH2:25][CH2:26][C:27]([F:30])([F:31])[CH2:28][CH2:29]3)=[O:23])=[CH:16]4)=[O:12])[CH2:9][CH2:10]2)[CH2:2][CH2:3][CH2:4]1. The catalyst class is: 221. (3) Reactant: ClC(Cl)(O[C:5](=[O:11])OC(Cl)(Cl)Cl)Cl.Cl.[F:14][C:15]1[CH:28]=[CH:27][C:18]([C:19]([CH:21]2[CH2:26][CH2:25][NH:24][CH2:23][CH2:22]2)=[O:20])=[CH:17][CH:16]=1.CCN(C(C)C)C(C)C.[F:38][C:39]1[CH:46]=[CH:45][C:42]([NH:43][CH3:44])=[CH:41][CH:40]=1. Product: [CH3:44][N:43]([C:5]([N:24]1[CH2:25][CH2:26][CH:21]([C:19](=[O:20])[C:18]2[CH:17]=[CH:16][C:15]([F:14])=[CH:28][CH:27]=2)[CH2:22][CH2:23]1)=[O:11])[C:42]1[CH:45]=[CH:46][C:39]([F:38])=[CH:40][CH:41]=1. The catalyst class is: 2. (4) Reactant: [I:1][C:2]1[CH:9]=[C:6]([CH:7]=[O:8])[C:5]([OH:10])=[CH:4][CH:3]=1.C([O-])([O-])=O.[K+].[K+].[C:17]([O:21][C:22]([N:24]1[CH2:29][CH2:28][CH:27]([CH2:30]Br)[CH2:26][CH2:25]1)=[O:23])([CH3:20])([CH3:19])[CH3:18]. Product: [C:17]([O:21][C:22]([N:24]1[CH2:29][CH2:28][CH:27]([CH2:30][O:10][C:5]2[CH:4]=[CH:3][C:2]([I:1])=[CH:9][C:6]=2[CH:7]=[O:8])[CH2:26][CH2:25]1)=[O:23])([CH3:20])([CH3:18])[CH3:19]. The catalyst class is: 42.